From a dataset of Full USPTO retrosynthesis dataset with 1.9M reactions from patents (1976-2016). Predict the reactants needed to synthesize the given product. (1) Given the product [S:15]1[C:11]([C:8]2[C@H:9]([CH3:10])[C@@H:5]3[C@@H:4]([C@H:2]([OH:1])[CH3:3])[C:40](=[O:41])[N:6]3[C:7]=2[C:27]([OH:29])=[O:28])=[CH:12][N:13]2[CH2:18][N:17]3[CH2:21][CH2:20][S:19][C:16]3=[C:14]12, predict the reactants needed to synthesize it. The reactants are: [OH:1][C@@H:2]([C@H:4]1[C:40](=[O:41])[N:6]2[C:7]([C:27]([O:29]CC3C=CC([N+]([O-])=O)=CC=3)=[O:28])=[C:8]([C:11]3[S:15][C:14]4=[C:16]([S:19][CH2:20][CH2:21]OS(C)(=O)=O)[N:17]=[CH:18][N:13]4[CH:12]=3)[C@H:9]([CH3:10])[C@H:5]12)[CH3:3]. (2) Given the product [Cl-:59].[Cl-:59].[N:12]1[CH:13]=[CH:14][CH:15]=[CH:16][C:11]=1[CH2:10][CH:3]1[C:4]2[C:9](=[CH:8][CH:7]=[CH:6][CH:5]=2)[CH:1]=[C:2]1[Cr+2:62], predict the reactants needed to synthesize it. The reactants are: [CH2:1]1[C:9]2[C:4](=[CH:5][CH:6]=[CH:7][CH:8]=2)[C:3]([CH2:10][C:11]2[CH:16]=[CH:15][CH:14]=[CH:13][N:12]=2)=[CH:2]1.C1(=C/C2C=CC=CN=2)/CCC2C/1=CC=CC=2.C([Li])CCC.CCCCCC.O1CCCC1.O1CCCC1.O1CCCC1.[Cl-:59].[Cl-].[Cl-].[Cr+3:62]. (3) Given the product [CH2:1]([O:3][C:4]1[CH:5]=[C:6]([C:13](=[O:21])[CH2:14][CH2:15][C:16]([NH:51][C:41]2[CH:40]=[C:39]([O:38][CH2:36][CH3:37])[CH:44]=[C:43]([C:45]3[CH:50]=[CH:49][CH:48]=[CH:47][CH:46]=3)[N:42]=2)=[O:18])[CH:7]=[CH:8][C:9]=1[O:10][CH2:11][CH3:12])[CH3:2], predict the reactants needed to synthesize it. The reactants are: [CH2:1]([O:3][C:4]1[CH:5]=[C:6]([C:13]([O:21]C)(OC)[CH2:14][CH2:15][C:16]([O-:18])=O)[CH:7]=[CH:8][C:9]=1[O:10][CH2:11][CH3:12])[CH3:2].[K+].ClC1C=C(Cl)C=C(Cl)C=1C(Cl)=O.[CH2:36]([O:38][C:39]1[CH:44]=[C:43]([C:45]2[CH:50]=[CH:49][CH:48]=[CH:47][CH:46]=2)[N:42]=[C:41]([NH2:51])[CH:40]=1)[CH3:37].Cl. (4) Given the product [CH:33]1([C@H:12]([NH:11][C:4]2[C:5]([C:9]#[N:10])=[C:6]([NH2:8])[N:7]=[C:2]([NH2:1])[N:3]=2)[C:13]2[N:22]([C:23]3[CH:28]=[CH:27][CH:26]=[C:25]([F:29])[CH:24]=3)[C:21](=[O:30])[C:20]3[C:19]([C:36]#[N:37])=[C:18]([F:31])[CH:17]=[CH:16][C:15]=3[N:14]=2)[CH2:34][CH2:35]1, predict the reactants needed to synthesize it. The reactants are: [NH2:1][C:2]1[N:7]=[C:6]([NH2:8])[C:5]([C:9]#[N:10])=[C:4]([NH:11][C@@H:12]([CH:33]2[CH2:35][CH2:34]2)[C:13]2[N:22]([C:23]3[CH:28]=[CH:27][CH:26]=[C:25]([F:29])[CH:24]=3)[C:21](=[O:30])[C:20]3[C:15](=[C:16](I)[CH:17]=[C:18]([F:31])[CH:19]=3)[N:14]=2)[N:3]=1.[CH3:36][N:37]1C(=O)CCC1. (5) Given the product [CH3:1][N:2]1[C:6]([CH3:7])=[CH:5][C:4]([NH:8][C:9](=[O:30])[C:10]2[CH:11]=[C:12]([O:24][C@@H:25]([CH3:29])[CH2:26][O:27][CH3:28])[CH:13]=[C:14]([OH:16])[CH:15]=2)=[N:3]1, predict the reactants needed to synthesize it. The reactants are: [CH3:1][N:2]1[C:6]([CH3:7])=[CH:5][C:4]([NH:8][C:9](=[O:30])[C:10]2[CH:15]=[C:14]([O:16]CC3C=CC=CC=3)[CH:13]=[C:12]([O:24][C@@H:25]([CH3:29])[CH2:26][O:27][CH3:28])[CH:11]=2)=[N:3]1. (6) Given the product [Br:1][C:2]12[C:9]([Br:11])([Br:10])[CH:8]1[CH2:7][CH2:6][CH2:5][CH2:4][CH2:3]2, predict the reactants needed to synthesize it. The reactants are: [Br:1][C:2]1[CH2:8][CH2:7][CH2:6][CH2:5][CH2:4][CH:3]=1.[CH:9](Br)([Br:11])[Br:10].[OH-].[K+]. (7) Given the product [CH3:17][C:14]1[CH:13]=[CH:12][C:11]([S:8]([N:5]2[CH2:6][CH2:7][C:2]3[S:29][C:28]([C:27]([O:31][CH2:32][CH3:33])=[O:30])=[CH:18][C:3]=3[CH2:4]2)(=[O:9])=[O:10])=[CH:16][CH:15]=1, predict the reactants needed to synthesize it. The reactants are: Cl[C:2]1[CH2:7][CH2:6][N:5]([S:8]([C:11]2[CH:16]=[CH:15][C:14]([CH3:17])=[CH:13][CH:12]=2)(=[O:10])=[O:9])[CH2:4][C:3]=1[CH:18]=O.C(N(CC)CC)C.[C:27]([O:31][CH2:32][CH3:33])(=[O:30])[CH2:28][SH:29].[OH-].[K+]. (8) The reactants are: [NH2:1][C:2]1[CH:7]=[CH:6][C:5]([CH2:8][C:9]([O:11][CH3:12])=[O:10])=[CH:4][C:3]=1[Br:13].[Br:14][C:15]1[CH:20]=[CH:19][CH:18]=[CH:17][C:16]=1[N:21]=[C:22]=[O:23].CCN(CC)CC. Given the product [Br:13][C:3]1[CH:4]=[C:5]([CH2:8][C:9]([O:11][CH3:12])=[O:10])[CH:6]=[CH:7][C:2]=1[NH:1][C:22]([NH:21][C:16]1[CH:17]=[CH:18][CH:19]=[CH:20][C:15]=1[Br:14])=[O:23], predict the reactants needed to synthesize it. (9) Given the product [CH3:15][O:14][C:12]([C:3]1[CH:4]=[N:5][C:6]2[N:7]([N:8]=[C:9]([CH3:11])[CH:10]=2)[C:2]=1[NH:1][C:30](=[O:31])[CH2:29][C:23]1[CH:28]=[CH:27][CH:26]=[CH:25][CH:24]=1)=[O:13], predict the reactants needed to synthesize it. The reactants are: [NH2:1][C:2]1[N:7]2[N:8]=[C:9]([CH3:11])[CH:10]=[C:6]2[N:5]=[CH:4][C:3]=1[C:12]([O:14][CH3:15])=[O:13].CCN(CC)CC.[C:23]1([CH2:29][C:30](Cl)=[O:31])[CH:28]=[CH:27][CH:26]=[CH:25][CH:24]=1. (10) Given the product [NH2:28][C:18]1[N:17]=[C:16]([NH:15][C:12]2[CH:13]=[CH:14][C:9]([O:8][C:6]3[CH:5]=[CH:4][N:3]=[C:2](/[CH:43]=[CH:44]/[CH2:45][CH2:46][OH:47])[CH:7]=3)=[CH:10][CH:11]=2)[CH:21]=[C:20]([C:22]2[CH:27]=[CH:26][CH:25]=[CH:24][CH:23]=2)[N:19]=1, predict the reactants needed to synthesize it. The reactants are: Cl[C:2]1[CH:7]=[C:6]([O:8][C:9]2[CH:14]=[CH:13][C:12]([NH:15][C:16]3[CH:21]=[C:20]([C:22]4[CH:27]=[CH:26][CH:25]=[CH:24][CH:23]=4)[N:19]=[C:18]([NH2:28])[N:17]=3)=[CH:11][CH:10]=2)[CH:5]=[CH:4][N:3]=1.C([O-])([O-])=O.[K+].[K+].CC1(C)C(C)(C)OB(/[CH:43]=[CH:44]/[CH2:45][CH2:46][OH:47])O1.